Dataset: Catalyst prediction with 721,799 reactions and 888 catalyst types from USPTO. Task: Predict which catalyst facilitates the given reaction. (1) Reactant: [F:1][C:2]([F:7])([F:6])[C:3](=[S:5])[NH2:4].[P].[S].Br[CH2:11][C:12]([C:14]1[CH:19]=[CH:18][CH:17]=[CH:16][C:15]=1[OH:20])=O. Product: [F:1][C:2]([F:7])([F:6])[C:3]1[S:5][CH:11]=[C:12]([C:14]2[CH:19]=[CH:18][CH:17]=[CH:16][C:15]=2[OH:20])[N:4]=1. The catalyst class is: 8. (2) Reactant: [CH2:1]([OH:5])[CH2:2][CH:3]=[CH2:4].[O:6]1[CH2:10][CH2:9][CH:8]([CH:11]=[O:12])[CH2:7]1.C(O)(C(F)(F)F)=O. Product: [O:5]1[CH2:4][CH2:3][CH:2]([CH:10]2[CH2:9][CH:11]([OH:12])[CH2:8][CH2:7][O:6]2)[CH2:1]1. The catalyst class is: 4. (3) Reactant: [OH-].[Li+].C([O:5][C:6]([CH:8]1[CH2:13][CH2:12][CH:11]([C:14]2[CH:15]=[C:16]3[C:21](=[C:22]([C:24]4[CH:29]=[CH:28][CH:27]=[C:26]([S:30][CH3:31])[CH:25]=4)[N:23]=2)[N:20]=[CH:19][CH:18]=[CH:17]3)[CH2:10][CH2:9]1)=[O:7])C.CO. Product: [CH3:31][S:30][C:26]1[CH:25]=[C:24]([C:22]2[N:23]=[C:14]([CH:11]3[CH2:10][CH2:9][CH:8]([C:6]([OH:7])=[O:5])[CH2:13][CH2:12]3)[CH:15]=[C:16]3[C:21]=2[N:20]=[CH:19][CH:18]=[CH:17]3)[CH:29]=[CH:28][CH:27]=1. The catalyst class is: 90. (4) Reactant: [NH2:1][C:2](=O)[C@@H:3]([NH:12][C:13]([C:15]1([NH:21][C:22](=[O:28])[O:23][C:24]([CH3:27])([CH3:26])[CH3:25])[CH2:20][CH2:19][O:18][CH2:17][CH2:16]1)=[O:14])[CH2:4][C:5]1[CH:10]=[CH:9][C:8]([I:11])=[CH:7][CH:6]=1.CC[N+](S(N=C(OC)[O-])(=O)=O)(CC)CC. Product: [C:2]([C@@H:3]([NH:12][C:13]([C:15]1([NH:21][C:22](=[O:28])[O:23][C:24]([CH3:26])([CH3:25])[CH3:27])[CH2:20][CH2:19][O:18][CH2:17][CH2:16]1)=[O:14])[CH2:4][C:5]1[CH:10]=[CH:9][C:8]([I:11])=[CH:7][CH:6]=1)#[N:1]. The catalyst class is: 4.